From a dataset of Full USPTO retrosynthesis dataset with 1.9M reactions from patents (1976-2016). Predict the reactants needed to synthesize the given product. (1) Given the product [ClH:25].[S:14]([NH:13][C@@H:8]([CH2:9][NH2:10])[CH2:7][C:6]([OH:24])=[O:5])([C:17]1[CH:18]=[CH:19][C:20]([CH3:21])=[CH:22][CH:23]=1)(=[O:15])=[O:16], predict the reactants needed to synthesize it. The reactants are: C([O:5][C:6](=[O:24])[CH2:7][C@@H:8]([NH:13][S:14]([C:17]1[CH:23]=[CH:22][C:20]([CH3:21])=[CH:19][CH:18]=1)(=[O:16])=[O:15])[CH2:9][N:10]=[N+]=[N-])C(C)C.[ClH:25]. (2) Given the product [CH3:2][C:1]1[O:22][C:6]([C:7]2[CH:8]=[C:9]([N:16]3[CH2:17][CH2:18][O:19][CH2:20][CH2:21]3)[CH:10]=[C:11]([N+:13]([O-:15])=[O:14])[CH:12]=2)=[N:5][N:4]=1, predict the reactants needed to synthesize it. The reactants are: [C:1]([NH:4][NH:5][C:6](=[O:22])[C:7]1[CH:12]=[C:11]([N+:13]([O-:15])=[O:14])[CH:10]=[C:9]([N:16]2[CH2:21][CH2:20][O:19][CH2:18][CH2:17]2)[CH:8]=1)(=O)[CH3:2].CC[N+](S(N=C(OC)[O-])(=O)=O)(CC)CC.ClC(Cl)C. (3) Given the product [CH2:1]1[C:9]2[C:4](=[CH:5][CH:6]=[CH:7][CH:8]=2)[CH2:3][N:2]1[N:10]([CH3:46])[C:11](=[O:45])[CH2:12][N:13]([C:30]1[CH:35]=[CH:34][C:33]([C:53]2[CH:54]=[CH:55][C:50]([C:49]([O:48][CH3:47])=[O:57])=[CH:51][N:52]=2)=[CH:32][C:31]=1[CH3:44])[CH2:14][C:15]([NH:17][CH2:18][CH2:19][N:20]([C:23]([O:25][C:26]([CH3:28])([CH3:27])[CH3:29])=[O:24])[CH2:21][CH3:22])=[O:16], predict the reactants needed to synthesize it. The reactants are: [CH2:1]1[C:9]2[C:4](=[CH:5][CH:6]=[CH:7][CH:8]=2)[CH2:3][N:2]1[N:10]([CH3:46])[C:11](=[O:45])[CH2:12][N:13]([C:30]1[CH:35]=[CH:34][C:33](B2OCC(C)(C)CO2)=[CH:32][C:31]=1[CH3:44])[CH2:14][C:15]([NH:17][CH2:18][CH2:19][N:20]([C:23]([O:25][C:26]([CH3:29])([CH3:28])[CH3:27])=[O:24])[CH2:21][CH3:22])=[O:16].[CH3:47][O:48][C:49](=[O:57])[C:50]1[CH:55]=[CH:54][C:53](Br)=[N:52][CH:51]=1.P([O-])([O-])([O-])=O.[K+].[K+].[K+]. (4) Given the product [CH3:4][C:2]([C:5]1[C:10]([C:11]2[CH:16]=[C:15]([O:17][CH3:18])[CH:14]=[CH:13][C:12]=2[F:19])=[CH:9][C:8]([CH2:20][O:21][C:22]2[CH:23]=[CH:24][C:25]([C@H:28]([C:35]([CH3:37])=[CH2:36])[CH2:29][C:30]([OH:32])=[O:31])=[CH:26][CH:27]=2)=[CH:7][CH:6]=1)([CH3:1])[CH3:3], predict the reactants needed to synthesize it. The reactants are: [CH3:1][C:2]([C:5]1[C:10]([C:11]2[CH:16]=[C:15]([O:17][CH3:18])[CH:14]=[CH:13][C:12]=2[F:19])=[CH:9][C:8]([CH2:20][O:21][C:22]2[CH:27]=[CH:26][C:25]([C@H:28]([C:35]([CH3:37])=[CH2:36])[CH2:29][C:30]([O:32]CC)=[O:31])=[CH:24][CH:23]=2)=[CH:7][CH:6]=1)([CH3:4])[CH3:3].CCO.C1COCC1.[OH-].[Na+]. (5) Given the product [CH3:1][O:2][C:3]1[CH:8]=[CH:7][CH:6]=[CH:5][C:4]=1[C:9]1[N:10]([C:15]2[CH:16]=[CH:17][C:18]([CH3:21])=[CH:19][CH:20]=2)[C:11](=[S:14])[N:12]([CH2:33][CH2:34][C:35]([O:37][CH2:38][CH3:39])=[O:36])[N:13]=1, predict the reactants needed to synthesize it. The reactants are: [CH3:1][O:2][C:3]1[CH:8]=[CH:7][CH:6]=[CH:5][C:4]=1[C:9]1[N:10]([C:15]2[CH:20]=[CH:19][C:18]([CH3:21])=[CH:17][CH:16]=2)[C:11]([SH:14])=[N:12][N:13]=1.C[Si]([N-][Si](C)(C)C)(C)C.[Li+].Br[CH2:33][CH2:34][C:35]([O:37][CH2:38][CH3:39])=[O:36]. (6) Given the product [CH3:8][C:9]1([CH3:33])[CH2:18][CH2:17][C:16]([CH3:19])([CH3:20])[C:15]2[CH:14]=[C:13]([C:21]3[N:22]=[C:23]([N:26]4[CH2:31][CH2:30][CH:29]([NH:1][CH2:2][CH2:3][C@H:4]([OH:7])[CH2:5][OH:6])[CH2:28][CH2:27]4)[S:24][CH:25]=3)[CH:12]=[CH:11][C:10]1=2, predict the reactants needed to synthesize it. The reactants are: [NH2:1][CH2:2][CH2:3][C@H:4]([OH:7])[CH2:5][OH:6].[CH3:8][C:9]1([CH3:33])[CH2:18][CH2:17][C:16]([CH3:20])([CH3:19])[C:15]2[CH:14]=[C:13]([C:21]3[N:22]=[C:23]([N:26]4[CH2:31][CH2:30][C:29](=O)[CH2:28][CH2:27]4)[S:24][CH:25]=3)[CH:12]=[CH:11][C:10]1=2.Cl. (7) Given the product [O:38]=[C:33]1[N:32]([S:29]([NH2:9])(=[O:31])=[O:30])[CH2:36][CH2:35][O:34]1, predict the reactants needed to synthesize it. The reactants are: CC1C(C2N3C4C=CN(COCC[Si](C)(C)C)C=4N=CC3=[N:9]C=2)CC(N)C1.Cl[S:29]([NH:32][C:33](=[O:38])[O:34][CH2:35][CH2:36]Cl)(=[O:31])=[O:30].CO. (8) Given the product [C:1]([O:5][C:6](=[O:14])[N:7]([C:8]1[S:9][C:10]([Br:13])=[CH:11][N:12]=1)[CH2:16][C:17]1[CH:22]=[CH:21][C:20]([O:23][CH3:24])=[CH:19][CH:18]=1)([CH3:4])([CH3:2])[CH3:3], predict the reactants needed to synthesize it. The reactants are: [C:1]([O:5][C:6](=[O:14])[NH:7][C:8]1[S:9][C:10]([Br:13])=[CH:11][N:12]=1)([CH3:4])([CH3:3])[CH3:2].Cl[CH2:16][C:17]1[CH:22]=[CH:21][C:20]([O:23][CH3:24])=[CH:19][CH:18]=1. (9) Given the product [N+:21]([C:18]1[CH:19]=[CH:20][C:15]([CH2:14][O:13][C:11]([NH:7][CH2:6][CH2:5][CH2:4][CH2:3][CH2:2][C:1]([OH:8])=[O:9])=[O:12])=[CH:16][CH:17]=1)([O-:23])=[O:22], predict the reactants needed to synthesize it. The reactants are: [C:1]1(=[O:8])[NH:7][CH2:6][CH2:5][CH2:4][CH2:3][CH2:2]1.[OH2:9].Cl[C:11]([O:13][CH2:14][C:15]1[CH:20]=[CH:19][C:18]([N+:21]([O-:23])=[O:22])=[CH:17][CH:16]=1)=[O:12].